Dataset: CYP2D6 inhibition data for predicting drug metabolism from PubChem BioAssay. Task: Regression/Classification. Given a drug SMILES string, predict its absorption, distribution, metabolism, or excretion properties. Task type varies by dataset: regression for continuous measurements (e.g., permeability, clearance, half-life) or binary classification for categorical outcomes (e.g., BBB penetration, CYP inhibition). Dataset: cyp2d6_veith. The compound is CCc1ccc(C(=O)N2CCC(c3nc4ccccc4s3)CC2)cc1. The result is 0 (non-inhibitor).